Dataset: Forward reaction prediction with 1.9M reactions from USPTO patents (1976-2016). Task: Predict the product of the given reaction. (1) Given the reactants [NH2:1][C:2]1[C:3]([C:7]2[NH:23][C:10]3=[CH:11][C:12]4[C:13]([CH3:22])([CH3:21])[C:14](=[O:20])[N:15]([CH2:18][CH3:19])[C:16]=4[CH:17]=[C:9]3[N:8]=2)=[N:4][NH:5][CH:6]=1.[CH3:24][O:25][C:26]1[CH:27]=[C:28]([CH:32]=[C:33]([O:35][CH3:36])[CH:34]=1)[C:29](O)=[O:30], predict the reaction product. The product is: [CH2:18]([N:15]1[C:16]2[CH:17]=[C:9]3[N:8]=[C:7]([C:3]4[C:2]([NH:1][C:29](=[O:30])[C:28]5[CH:32]=[C:33]([O:35][CH3:36])[CH:34]=[C:26]([O:25][CH3:24])[CH:27]=5)=[CH:6][NH:5][N:4]=4)[NH:23][C:10]3=[CH:11][C:12]=2[C:13]([CH3:22])([CH3:21])[C:14]1=[O:20])[CH3:19]. (2) Given the reactants Br[C:2]1[CH:3]=[C:4]([C:8](=[O:24])[C:9]([C:11]2[CH:16]=[CH:15][C:14]([O:17][CH:18]([F:20])[F:19])=[C:13]([CH:21]3[CH2:23][CH2:22]3)[CH:12]=2)=[O:10])[CH:5]=[CH:6][CH:7]=1.[CH3:25][O:26][CH2:27][CH2:28][CH2:29][C:30]#[CH:31].[Al], predict the reaction product. The product is: [CH:21]1([C:13]2[CH:12]=[C:11]([C:9](=[O:10])[C:8]([C:4]3[CH:5]=[CH:6][CH:7]=[C:2]([C:31]#[C:30][CH2:29][CH2:28][CH2:27][O:26][CH3:25])[CH:3]=3)=[O:24])[CH:16]=[CH:15][C:14]=2[O:17][CH:18]([F:20])[F:19])[CH2:23][CH2:22]1. (3) Given the reactants [CH3:1][O:2][C:3]1[CH:21]=[C:20]([O:22][CH3:23])[CH:19]=[CH:18][C:4]=1[CH2:5][NH:6][C:7]1[N:12]=[C:11]([C:13]#[N:14])[C:10]([N+:15]([O-:17])=[O:16])=[CH:9][CH:8]=1.[CH3:24][C:25]([O:28][C:29](O[C:29]([O:28][C:25]([CH3:27])([CH3:26])[CH3:24])=[O:30])=[O:30])([CH3:27])[CH3:26], predict the reaction product. The product is: [C:25]([O:28][C:29](=[O:30])[N:6]([C:7]1[CH:8]=[CH:9][C:10]([N+:15]([O-:17])=[O:16])=[C:11]([C:13]#[N:14])[N:12]=1)[CH2:5][C:4]1[CH:18]=[CH:19][C:20]([O:22][CH3:23])=[CH:21][C:3]=1[O:2][CH3:1])([CH3:27])([CH3:26])[CH3:24]. (4) Given the reactants [CH3:1][O:2][C:3](=[O:11])[CH:4]([NH:7][C:8](=[O:10])[CH3:9])[CH:5]=O.O=S(Cl)Cl, predict the reaction product. The product is: [CH3:1][O:2][C:3]([C:4]1[N:7]=[C:8]([CH3:9])[O:10][CH:5]=1)=[O:11].